Predict the product of the given reaction. From a dataset of Forward reaction prediction with 1.9M reactions from USPTO patents (1976-2016). (1) Given the reactants [Cl:1][C:2]1[CH:12]=[C:11]([Cl:13])[CH:10]=[CH:9][C:3]=1[O:4][CH2:5][C:6]([OH:8])=O.[CH3:14][C:15]1([CH3:23])[CH2:20][C:19](=[O:21])[CH2:18][C:17](=[O:22])[CH2:16]1.C1(N=C=NC2CCCCC2)CCCCC1.O=P12OP3(OP(OP(O3)(O1)=O)(=O)O2)=O, predict the reaction product. The product is: [Cl:1][C:2]1[CH:12]=[C:11]([Cl:13])[CH:10]=[CH:9][C:3]=1[O:4][CH2:5][C:6](=[C:18]1[C:19](=[O:21])[CH2:20][C:15]([CH3:23])([CH3:14])[CH2:16][C:17]1=[O:22])[OH:8]. (2) Given the reactants Cl.[NH2:2][CH2:3][C:4]1[CH:5]=[C:6]2[C:10](=[CH:11][CH:12]=1)[C:9](=[O:13])[N:8]([CH:14]1[CH2:19][CH2:18][C:17](=[O:20])[NH:16][C:15]1=[O:21])[CH2:7]2.[F:22][C:23]([F:34])([C:27]1[CH:32]=[CH:31][CH:30]=[C:29]([F:33])[CH:28]=1)[C:24](O)=[O:25].F[P-](F)(F)(F)(F)F.CN(C(N(C)C)=[N+]1C2C(=NC=CC=2)[N+]([O-])=N1)C.C(N(CC)C(C)C)(C)C, predict the reaction product. The product is: [O:21]=[C:15]1[CH:14]([N:8]2[CH2:7][C:6]3[C:10](=[CH:11][CH:12]=[C:4]([CH2:3][NH:2][C:24](=[O:25])[C:23]([F:34])([F:22])[C:27]4[CH:32]=[CH:31][CH:30]=[C:29]([F:33])[CH:28]=4)[CH:5]=3)[C:9]2=[O:13])[CH2:19][CH2:18][C:17](=[O:20])[NH:16]1. (3) Given the reactants [CH3:1][N:2]1[C:10]2[C@@:9]3([CH3:14])[C:11]([CH3:13])([CH3:12])[C@H:6]([CH2:7][CH2:8]3)[C:5]=2[C:4](=[O:15])[NH:3]1.[F:16][C:17]([F:27])([F:26])[C:18]1[CH:19]=[C:20]([CH:23]=[CH:24][CH:25]=1)[CH2:21]Br, predict the reaction product. The product is: [F:16][C:17]([F:26])([F:27])[C:18]1[CH:19]=[C:20]([CH:23]=[CH:24][CH:25]=1)[CH2:21][N:3]1[C:4](=[O:15])[C:5]2[C@@H:6]3[C:11]([CH3:12])([CH3:13])[C@@:9]([CH3:14])([CH2:8][CH2:7]3)[C:10]=2[N:2]1[CH3:1]. (4) The product is: [NH2:33][CH:28]([CH2:27][CH2:26][S:25][CH2:24][C@@H:6]1[C@@H:5]([OH:4])[C@@H:9]([OH:10])[C@H:8]([N:14]2[CH:22]=[N:21][C:20]3[C:15]2=[N:16][CH:17]=[N:18][C:19]=3[NH:52][CH2:53][CH2:54][N:55]([CH3:56])[CH3:57])[O:7]1)[C:29]([OH:31])=[O:30]. Given the reactants C([O:4][C@H:5]1[C@@H:9]([O:10]C(=O)C)[C@H:8]([N:14]2[CH:22]=[N:21][C:20]3[C:15]2=[N:16][CH:17]=[N:18][C:19]=3Cl)[O:7][C@@H:6]1[CH2:24][S:25][CH2:26][CH2:27][CH:28]([NH:33]C(OCC1C2C=CC=CC=2C2C1=CC=CC=2)=O)[C:29]([O:31]C)=[O:30])(=O)C.C[NH:52][CH2:53][CH2:54][NH:55][CH3:56].[CH2:57](O)C, predict the reaction product. (5) Given the reactants [CH3:1][Si:2]([CH3:10])([CH3:9])[C:3]#[C:4][CH2:5][CH2:6][CH2:7][OH:8].CCN(CC)CC.Cl[S:19]([N:22]=C=O)(=[O:21])=[O:20].C(O)=O, predict the reaction product. The product is: [S:19](=[O:21])(=[O:20])([O:8][CH2:7][CH2:6][CH2:5][C:4]#[C:3][Si:2]([CH3:10])([CH3:9])[CH3:1])[NH2:22]. (6) The product is: [C:1]([C:5]1[CH:38]=[CH:37][C:8]([C:9]([NH:11][C:12]2[CH:17]=[CH:16][CH:15]=[C:14]([C:18]3[N:23]=[C:22]([NH:24][C:25]4[CH:26]=[CH:27][C:28]([C:29]([N:79]5[CH2:80][CH2:81][N:76]([CH3:75])[CH2:77][CH2:78]5)=[O:30])=[CH:32][CH:33]=4)[C:21](=[O:34])[N:20]([CH3:35])[CH:19]=3)[C:13]=2[CH3:36])=[O:10])=[CH:7][CH:6]=1)([CH3:2])([CH3:3])[CH3:4]. Given the reactants [C:1]([C:5]1[CH:38]=[CH:37][C:8]([C:9]([NH:11][C:12]2[C:13]([CH3:36])=[C:14]([C:18]3[N:23]=[C:22]([NH:24][C:25]4[CH:33]=[CH:32][C:28]([C:29](O)=[O:30])=[CH:27][CH:26]=4)[C:21](=[O:34])[N:20]([CH3:35])[CH:19]=3)[CH:15]=[CH:16][CH:17]=2)=[O:10])=[CH:7][CH:6]=1)([CH3:4])([CH3:3])[CH3:2].F[P-](F)(F)(F)(F)F.N1(O[P+](N(C)C)(N(C)C)N(C)C)C2C=CC=CC=2N=N1.C(N(CC)C(C)C)(C)C.[CH3:75][N:76]1[CH2:81][CH2:80][NH:79][CH2:78][CH2:77]1, predict the reaction product. (7) Given the reactants [OH-].[K+].[Br:3][C:4]1[CH:9]=[CH:8][C:7]([OH:10])=[C:6]([N+:11]([O-])=O)[CH:5]=1.S(S([O-])=O)([O-])=O.[Na+].[Na+].C(OCC)(=O)C, predict the reaction product. The product is: [NH2:11][C:6]1[CH:5]=[C:4]([Br:3])[CH:9]=[CH:8][C:7]=1[OH:10]. (8) Given the reactants [CH2:1]([C:4]1[CH:9]=[CH:8][C:7]([C:10]([SH:12])=S)=[CH:6][CH:5]=1)[CH2:2][CH3:3].[H-].[Na+].[CH3:15][O:16][C:17]1[CH:22]=[CH:21][C:20]([OH:23])=[C:19]([C:24]([F:27])([F:26])[F:25])[C:18]=1[C:28]([F:31])([F:30])[F:29].II, predict the reaction product. The product is: [CH2:1]([C:4]1[CH:5]=[CH:6][C:7]([C:10]([O:23][C:20]2[CH:21]=[CH:22][C:17]([O:16][CH3:15])=[C:18]([C:28]([F:29])([F:30])[F:31])[C:19]=2[C:24]([F:25])([F:26])[F:27])=[S:12])=[CH:8][CH:9]=1)[CH2:2][CH3:3].